From a dataset of Full USPTO retrosynthesis dataset with 1.9M reactions from patents (1976-2016). Predict the reactants needed to synthesize the given product. (1) Given the product [Br:1][C:2]1[N:7]=[C:6]([C:8]2[S:9][CH:10]=[C:11]([CH2:13][O:14][CH2:31][O:30][CH2:29][CH2:28][Si:25]([CH3:27])([CH3:26])[CH3:24])[N:12]=2)[CH:5]=[CH:4][CH:3]=1, predict the reactants needed to synthesize it. The reactants are: [Br:1][C:2]1[N:7]=[C:6]([C:8]2[S:9][CH:10]=[C:11]([CH2:13][OH:14])[N:12]=2)[CH:5]=[CH:4][CH:3]=1.CCN(C(C)C)C(C)C.[CH3:24][Si:25]([CH2:28][CH2:29][O:30][CH2:31]Cl)([CH3:27])[CH3:26]. (2) The reactants are: I[C:2]1[CH:7]=[CH:6][C:5]([N:8]2[CH2:13][CH2:12][CH2:11][C@@H:10]([N:14]3[CH2:19][CH2:18][CH:17]([CH3:20])[CH2:16][CH2:15]3)[CH2:9]2)=[CH:4][CH:3]=1.[Cl:21][C:22]1[CH:27]=[CH:26][C:25]([C:28]2[CH:29]=[CH:30][C:31]([C:34]#[CH:35])=[N:32][CH:33]=2)=[CH:24][CH:23]=1. Given the product [Cl:21][C:22]1[CH:23]=[CH:24][C:25]([C:28]2[CH:29]=[CH:30][C:31]([C:34]#[C:35][C:2]3[CH:7]=[CH:6][C:5]([N:8]4[CH2:13][CH2:12][CH2:11][C@@H:10]([N:14]5[CH2:19][CH2:18][CH:17]([CH3:20])[CH2:16][CH2:15]5)[CH2:9]4)=[CH:4][CH:3]=3)=[N:32][CH:33]=2)=[CH:26][CH:27]=1, predict the reactants needed to synthesize it. (3) Given the product [ClH:17].[N:39]1[CH:40]=[CH:41][CH:42]=[N:43][C:38]=1[O:37][CH:34]1[CH2:35][CH2:36][NH:31][CH2:32][CH2:33]1, predict the reactants needed to synthesize it. The reactants are: [H-].[Na+].C(OC(N1CCC(O)CC1)=O)(C)(C)C.[Cl:17]C1N=CC=CN=1.C(OC([N:31]1[CH2:36][CH2:35][CH:34]([O:37][C:38]2[N:43]=[CH:42][CH:41]=[CH:40][N:39]=2)[CH2:33][CH2:32]1)=O)(C)(C)C.Cl. (4) Given the product [C:17]1([CH2:23][O:24][C:25](=[O:33])[NH:26][CH2:27][C@@H:28]2[CH2:32][CH2:31][N:30]([CH2:14][C@@H:12]([C:11]3[C:10]4[C:5](=[CH:6][CH:7]=[C:8]([O:15][CH3:16])[N:9]=4)[N:4]=[CH:3][C:2]=3[F:1])[OH:13])[CH2:29]2)[CH:18]=[CH:19][CH:20]=[CH:21][CH:22]=1, predict the reactants needed to synthesize it. The reactants are: [F:1][C:2]1[C:11]([C@H:12]2[CH2:14][O:13]2)=[C:10]2[C:5]([CH:6]=[CH:7][C:8]([O:15][CH3:16])=[N:9]2)=[N:4][CH:3]=1.[C:17]1([CH2:23][O:24][C:25](=[O:33])[NH:26][CH2:27][C@@H:28]2[CH2:32][CH2:31][NH:30][CH2:29]2)[CH:22]=[CH:21][CH:20]=[CH:19][CH:18]=1.Cl([O-])(=O)(=O)=O.[Li+]. (5) Given the product [Br:1][C:2]1[CH:10]=[CH:9][C:5]([C:6]([NH:36][CH2:37][CH2:38][NH:39][CH3:40])=[O:8])=[C:4]([F:11])[CH:3]=1, predict the reactants needed to synthesize it. The reactants are: [Br:1][C:2]1[CH:10]=[CH:9][C:5]([C:6]([OH:8])=O)=[C:4]([F:11])[CH:3]=1.CN(C(ON1N=NC2C=CC=CC1=2)=[N+](C)C)C.F[P-](F)(F)(F)(F)F.[NH2:36][CH2:37][CH2:38][N:39](C)[C:40](=O)OC(C)(C)C.CCN(C(C)C)C(C)C.[OH-].[Na+].Cl.